From a dataset of Forward reaction prediction with 1.9M reactions from USPTO patents (1976-2016). Predict the product of the given reaction. Given the reactants [CH:1]1([C:4]2[N:13]=[C:12]([N:14]3[CH2:19][CH2:18][N:17]([C:20]4[CH:25]=[CH:24][CH:23]=[CH:22][C:21]=4[N:26]([CH3:28])[CH3:27])[CH2:16][CH2:15]3)[C:11]3[C:6](=[CH:7][C:8]([O:31][CH3:32])=[C:9]([O:29][CH3:30])[CH:10]=3)[N:5]=2)[CH2:3][CH2:2]1.C1(C2N=C(N3CCN(C4C=CC([F:58])=CC=4N)CC3)C3C(=CC(OC)=C(OC)C=3)N=2)CC1, predict the reaction product. The product is: [CH:1]1([C:4]2[N:13]=[C:12]([N:14]3[CH2:19][CH2:18][N:17]([C:20]4[CH:25]=[CH:24][C:23]([F:58])=[CH:22][C:21]=4[N:26]([CH3:27])[CH3:28])[CH2:16][CH2:15]3)[C:11]3[C:6](=[CH:7][C:8]([O:31][CH3:32])=[C:9]([O:29][CH3:30])[CH:10]=3)[N:5]=2)[CH2:2][CH2:3]1.